This data is from Catalyst prediction with 721,799 reactions and 888 catalyst types from USPTO. The task is: Predict which catalyst facilitates the given reaction. (1) Reactant: [CH2:1]([O:8][C:9]1[C:13](/[CH:14]=[CH:15]/[C:16]([O:18][CH2:19][CH3:20])=[O:17])=[CH:12][N:11]([C:21]2[CH:26]=[CH:25][CH:24]=[CH:23][CH:22]=2)[N:10]=1)[C:2]1[CH:7]=[CH:6][CH:5]=[CH:4][CH:3]=1. Product: [CH2:1]([O:8][C:9]1[C:13]([CH2:14][CH2:15][C:16]([O:18][CH2:19][CH3:20])=[O:17])=[CH:12][N:11]([C:21]2[CH:22]=[CH:23][CH:24]=[CH:25][CH:26]=2)[N:10]=1)[C:2]1[CH:3]=[CH:4][CH:5]=[CH:6][CH:7]=1. The catalyst class is: 481. (2) Reactant: [F:1][C:2]1[CH:3]=[C:4]([CH:6]=[CH:7][C:8]=1[O:9][CH3:10])[NH2:5].C([O:13][CH:14]=[C:15]([C:21](OCC)=O)[C:16]([O:18][CH2:19][CH3:20])=[O:17])C.C1(OC2C=CC=CC=2)C=CC=CC=1. Product: [F:1][C:2]1[CH:3]=[C:4]2[C:6]([C:14]([OH:13])=[C:15]([C:16]([O:18][CH2:19][CH3:20])=[O:17])[CH:21]=[N:5]2)=[CH:7][C:8]=1[O:9][CH3:10]. The catalyst class is: 11. (3) Reactant: C(=O)([O-])[O-].[K+].[K+].COC(C)(C)C.S([O:19][CH2:20][CH3:21])(OCC)(=O)=O.[Cl:22][C:23]1[CH:39]=[CH:38][C:26]([O:27][C:28]2[CH:33]=[CH:32][CH:31]=[CH:30][C:29]=2[CH2:34][C:35](O)=[O:36])=[CH:25][CH:24]=1. Product: [Cl:22][C:23]1[CH:39]=[CH:38][C:26]([O:27][C:28]2[CH:33]=[CH:32][CH:31]=[CH:30][C:29]=2[CH2:34][C:35]([O:19][CH2:20][CH3:21])=[O:36])=[CH:25][CH:24]=1. The catalyst class is: 145. (4) Reactant: [N:1]([C:4]1[CH:8]=[CH:7][S:6][C:5]=1[C:9]([O:11]C)=O)=[C:2]=[S:3].[Cl:13][C:14]1[N:19]=[CH:18][C:17]([NH2:20])=[CH:16][CH:15]=1. Product: [Cl:13][C:14]1[N:19]=[CH:18][C:17]([N:20]2[C:9](=[O:11])[C:5]3[S:6][CH:7]=[CH:8][C:4]=3[NH:1][C:2]2=[S:3])=[CH:16][CH:15]=1. The catalyst class is: 649. (5) Reactant: [C:1]1([S:7]([N:10]2[CH2:15][CH2:14][CH:13]([N:16]3[CH2:21][CH2:20][CH2:19][CH2:18][CH:17]3[CH2:22][CH2:23][OH:24])[CH2:12][CH2:11]2)(=[O:9])=[O:8])[CH:6]=[CH:5][CH:4]=[CH:3][CH:2]=1.[H-].[Na+].[CH2:27](Br)[C:28]#[CH:29].O. Product: [C:1]1([S:7]([N:10]2[CH2:11][CH2:12][CH:13]([N:16]3[CH2:21][CH2:20][CH2:19][CH2:18][CH:17]3[CH2:22][CH2:23][O:24][CH2:29][C:28]#[CH:27])[CH2:14][CH2:15]2)(=[O:8])=[O:9])[CH:2]=[CH:3][CH:4]=[CH:5][CH:6]=1. The catalyst class is: 1. (6) Reactant: [Cl:1][C:2]1[CH:3]=[C:4]([NH:11][C:12]2[CH:20]=[CH:19][C:15]([C:16]([OH:18])=O)=[CH:14][CH:13]=2)[C:5]2[N:6]([CH:8]=[CH:9][N:10]=2)[N:7]=1.[NH2:21][C:22]1[C:23](=[O:35])[N:24]([C:28]2[CH:33]=[CH:32][C:31]([F:34])=[CH:30][CH:29]=2)[CH:25]=[CH:26][CH:27]=1.CCN=C=NCCCN(C)C.C1C=CC2N(O)N=NC=2C=1. Product: [Cl:1][C:2]1[CH:3]=[C:4]([NH:11][C:12]2[CH:13]=[CH:14][C:15]([C:16]([NH:21][C:22]3[C:23](=[O:35])[N:24]([C:28]4[CH:33]=[CH:32][C:31]([F:34])=[CH:30][CH:29]=4)[CH:25]=[CH:26][CH:27]=3)=[O:18])=[CH:19][CH:20]=2)[C:5]2[N:6]([CH:8]=[CH:9][N:10]=2)[N:7]=1. The catalyst class is: 705. (7) Reactant: [CH2:1]1[C:9]2[C:4](=[CH:5][CH:6]=[CH:7][CH:8]=2)[CH:3]=[CH:2]1.C([Li])CCC.Cl[CH2:16][C:17]1[CH:22]=[CH:21][CH:20]=[CH:19][CH:18]=1.O. Product: [CH2:16]([CH:1]1[C:9]2[C:4](=[CH:5][CH:6]=[CH:7][CH:8]=2)[CH:3]=[CH:2]1)[C:17]1[CH:22]=[CH:21][CH:20]=[CH:19][CH:18]=1. The catalyst class is: 27. (8) The catalyst class is: 108. Reactant: [CH3:1][CH:2]([O:4][C:5]1[CH:12]=[CH:11][C:10](B2OC(C)(C)C(C)(C)O2)=[CH:9][C:6]=1[C:7]#[N:8])[CH3:3].[Br:22][C:23]1[N:27]=[C:26](Cl)[S:25][N:24]=1.P([O-])([O-])([O-])=O.[K+].[K+].[K+]. Product: [Br:22][C:23]1[N:27]=[C:26]([C:10]2[CH:11]=[CH:12][C:5]([O:4][CH:2]([CH3:1])[CH3:3])=[C:6]([CH:9]=2)[C:7]#[N:8])[S:25][N:24]=1. (9) Reactant: [F:1][C:2]1[CH:3]=[C:4]([CH:27]=[C:28]([N:30]2[CH2:35][CH2:34][O:33][CH2:32][CH2:31]2)[CH:29]=1)[C:5]([NH:7][C:8]1[C:17]2[C:12](=[CH:13][CH:14]=[CH:15][CH:16]=2)[C:11]([CH:18]=[CH:19][CH2:20][N:21]2[CH2:26][CH2:25][O:24][CH2:23][CH2:22]2)=[CH:10][CH:9]=1)=[O:6].[H][H]. Product: [F:1][C:2]1[CH:3]=[C:4]([CH:27]=[C:28]([N:30]2[CH2:35][CH2:34][O:33][CH2:32][CH2:31]2)[CH:29]=1)[C:5]([NH:7][C:8]1[C:17]2[C:12](=[CH:13][CH:14]=[CH:15][CH:16]=2)[C:11]([CH2:18][CH2:19][CH2:20][N:21]2[CH2:22][CH2:23][O:24][CH2:25][CH2:26]2)=[CH:10][CH:9]=1)=[O:6]. The catalyst class is: 43.